Dataset: Reaction yield outcomes from USPTO patents with 853,638 reactions. Task: Predict the reaction yield, written as a fraction of the theoretical maximum amount of product (1.0 means a 100% yield; for example, 0.34 means a 34% yield). (1) The reactants are [OH:1][C@@H:2]([CH2:21][CH2:22][CH2:23][CH2:24][C:25]1[CH:30]=[CH:29][CH:28]=[CH:27][CH:26]=1)/[CH:3]=[CH:4]/[C@H:5]1[CH2:9][CH2:8][C:7](=[O:10])[N:6]1[CH2:11][CH2:12][CH2:13][CH2:14][CH2:15][CH2:16][C:17]([O:19]C)=[O:18].[OH-].[Na+].S([O-])(O)(=O)=O.[K+].[Cl-].[Na+].O. The catalyst is CO. The product is [OH:1][C@@H:2]([CH2:21][CH2:22][CH2:23][CH2:24][C:25]1[CH:26]=[CH:27][CH:28]=[CH:29][CH:30]=1)/[CH:3]=[CH:4]/[C@H:5]1[CH2:9][CH2:8][C:7](=[O:10])[N:6]1[CH2:11][CH2:12][CH2:13][CH2:14][CH2:15][CH2:16][C:17]([OH:19])=[O:18]. The yield is 0.850. (2) The reactants are [Br:1][C:2]1[CH:3]=[N:4][N:5]2[C:10]([NH:11][CH2:12][CH:13]3[CH2:15][CH2:14]3)=[CH:9][C:8]([Cl:16])=[N:7][C:6]=12.[CH3:17][C:18]([O:21][C:22](O[C:22]([O:21][C:18]([CH3:20])([CH3:19])[CH3:17])=[O:23])=[O:23])([CH3:20])[CH3:19].O. The catalyst is C(Cl)Cl.CN(C1C=CN=CC=1)C. The product is [Br:1][C:2]1[CH:3]=[N:4][N:5]2[C:10]([N:11]([CH2:12][CH:13]3[CH2:15][CH2:14]3)[C:22](=[O:23])[O:21][C:18]([CH3:20])([CH3:19])[CH3:17])=[CH:9][C:8]([Cl:16])=[N:7][C:6]=12. The yield is 0.890.